This data is from NCI-60 drug combinations with 297,098 pairs across 59 cell lines. The task is: Regression. Given two drug SMILES strings and cell line genomic features, predict the synergy score measuring deviation from expected non-interaction effect. (1) Drug 1: CN(CCCl)CCCl.Cl. Drug 2: CN(C(=O)NC(C=O)C(C(C(CO)O)O)O)N=O. Cell line: MDA-MB-231. Synergy scores: CSS=7.14, Synergy_ZIP=-4.33, Synergy_Bliss=-2.84, Synergy_Loewe=-4.61, Synergy_HSA=-1.33. (2) Drug 1: C1CCC(C1)C(CC#N)N2C=C(C=N2)C3=C4C=CNC4=NC=N3. Drug 2: C(CCl)NC(=O)N(CCCl)N=O. Cell line: TK-10. Synergy scores: CSS=0.709, Synergy_ZIP=-1.24, Synergy_Bliss=-1.36, Synergy_Loewe=-8.10, Synergy_HSA=-4.55. (3) Drug 1: C1=NC2=C(N=C(N=C2N1C3C(C(C(O3)CO)O)F)Cl)N. Drug 2: CC1=C2C(C(=O)C3(C(CC4C(C3C(C(C2(C)C)(CC1OC(=O)C(C(C5=CC=CC=C5)NC(=O)OC(C)(C)C)O)O)OC(=O)C6=CC=CC=C6)(CO4)OC(=O)C)O)C)O. Cell line: SK-MEL-5. Synergy scores: CSS=17.5, Synergy_ZIP=-4.04, Synergy_Bliss=-0.788, Synergy_Loewe=-3.45, Synergy_HSA=-0.342. (4) Drug 1: C1=CC(=C2C(=C1NCCNCCO)C(=O)C3=C(C=CC(=C3C2=O)O)O)NCCNCCO. Drug 2: COC1=CC(=CC(=C1O)OC)C2C3C(COC3=O)C(C4=CC5=C(C=C24)OCO5)OC6C(C(C7C(O6)COC(O7)C8=CC=CS8)O)O. Cell line: HOP-92. Synergy scores: CSS=49.0, Synergy_ZIP=-3.52, Synergy_Bliss=-4.90, Synergy_Loewe=-1.12, Synergy_HSA=1.26.